Dataset: Forward reaction prediction with 1.9M reactions from USPTO patents (1976-2016). Task: Predict the product of the given reaction. (1) Given the reactants [Br:1][C:2]1[CH:7]=[CH:6][C:5]([C:8]([C:10]2[CH:15]=[CH:14][C:13]([F:16])=[CH:12][CH:11]=2)=O)=[C:4]([F:17])[CH:3]=1.[C:18]([O:22][C:23]([CH3:26])([CH3:25])[CH3:24])(=[O:21])[NH:19][NH2:20].C(O)(=O)C, predict the reaction product. The product is: [Br:1][C:2]1[CH:7]=[CH:6][C:5](/[C:8](/[C:10]2[CH:15]=[CH:14][C:13]([F:16])=[CH:12][CH:11]=2)=[N:20]\[NH:19][C:18]([O:22][C:23]([CH3:26])([CH3:25])[CH3:24])=[O:21])=[C:4]([F:17])[CH:3]=1. (2) The product is: [C:15]([O:14][C:12]([N:5]1[CH2:6][C@@H:7]([CH2:9][O:10][CH3:11])[O:8][C@@H:3]([C:2]([OH:22])=[O:1])[CH2:4]1)=[O:13])([CH3:18])([CH3:17])[CH3:16]. Given the reactants [OH:1][CH2:2][C@@H:3]1[O:8][C@H:7]([CH2:9][O:10][CH3:11])[CH2:6][N:5]([C:12]([O:14][C:15]([CH3:18])([CH3:17])[CH3:16])=[O:13])[CH2:4]1.O.C(O)(=[O:22])C.C(O)(=O)C.IC1C=CC=CC=1.CC1(C)N([O])C(C)(C)CCC1, predict the reaction product. (3) Given the reactants [CH2:1]([C:3]([CH2:12][CH2:13][C:14]1([CH3:19])OCCO1)([C:8]([O:10]C)=[O:9])[C:4]([O:6][CH3:7])=[O:5])[CH3:2].C1(C)C=CC(S(O)(=O)=O)=CC=1.C([O-])([O-])OC.C(C(CCC(=O)C)(C(OC)=O)C(OC)=O)C.C(=O)(O)[O-].[Na+], predict the reaction product. The product is: [CH2:1]([C@@:3]([C:4]([O:6][CH3:7])=[O:5])([CH2:12][CH2:13][CH2:14][CH3:19])[C:8]([OH:10])=[O:9])[CH3:2]. (4) Given the reactants [CH3:1][C:2]1[N:11]=[C:10]([N:12]([C:14]2[CH:19]=[CH:18][C:17]([N+:20]([O-])=O)=[CH:16][CH:15]=2)[CH3:13])[C:9]2[C:4](=[CH:5][CH:6]=[CH:7][CH:8]=2)[N:3]=1, predict the reaction product. The product is: [NH2:20][C:17]1[CH:18]=[CH:19][C:14]([N:12]([C:10]2[C:9]3[C:4](=[CH:5][CH:6]=[CH:7][CH:8]=3)[N:3]=[C:2]([CH3:1])[N:11]=2)[CH3:13])=[CH:15][CH:16]=1. (5) The product is: [CH3:12][O:11][C:8]1[CH:9]=[C:10]2[C:5](=[CH:6][CH:7]=1)[C:4]([OH:14])=[N:3][C:15]([N:27]1[CH2:32][CH2:31][O:30][CH2:29][CH2:28]1)=[CH:16]2. Given the reactants C([N:3]([CH2:15][CH3:16])[C:4](=[O:14])[C:5]1[CH:10]=[CH:9][C:8]([O:11][CH3:12])=[CH:7][C:6]=1C)C.C([Li])(C)(C)C.CCCCC.[N:27]1(C#N)[CH2:32][CH2:31][O:30][CH2:29][CH2:28]1, predict the reaction product. (6) Given the reactants [NH2:1][CH:2]1[CH2:8][C:7]([CH3:10])([CH3:9])[C:6]2[CH:11]=[CH:12][C:13]([N+:15]([O-:17])=[O:16])=[CH:14][C:5]=2[NH:4][C:3]1=[O:18].Cl[C:20]([O:22][CH3:23])=[O:21], predict the reaction product. The product is: [CH3:23][O:22][C:20](=[O:21])[NH:1][CH:2]1[CH2:8][C:7]([CH3:10])([CH3:9])[C:6]2[CH:11]=[CH:12][C:13]([N+:15]([O-:17])=[O:16])=[CH:14][C:5]=2[NH:4][C:3]1=[O:18]. (7) The product is: [F:5][C:4]([F:7])([F:6])[CH:3]([OH:8])[CH2:2][NH:11][C:48](=[O:50])[O:47][CH2:40][C:41]1[CH:46]=[CH:45][CH:44]=[CH:43][CH:42]=1. Given the reactants Br[CH2:2][C:3](=[O:8])[C:4]([F:7])([F:6])[F:5].[BH4-].[Na+].[N-:11]=[N+]=[N-].[Na+].C1(P(C2C=CC=CC=2)C2C=CC=CC=2)C=CC=CC=1.C(=O)([O-])[O-].[K+].[K+].[CH2:40]([O:47][C:48]([O:50]N1C(=O)CCC1=O)=O)[C:41]1[CH:46]=[CH:45][CH:44]=[CH:43][CH:42]=1, predict the reaction product. (8) Given the reactants C[O:2][C:3]1[CH:8]=[C:7]([CH2:9][CH2:10][C:11]2[CH:16]=[CH:15][CH:14]=[CH:13][CH:12]=2)[CH:6]=[CH:5][N:4]=1, predict the reaction product. The product is: [CH2:9]([C:7]1[CH:6]=[CH:5][NH:4][C:3](=[O:2])[CH:8]=1)[CH2:10][C:11]1[CH:16]=[CH:15][CH:14]=[CH:13][CH:12]=1.